From a dataset of Experimentally validated miRNA-target interactions with 360,000+ pairs, plus equal number of negative samples. Binary Classification. Given a miRNA mature sequence and a target amino acid sequence, predict their likelihood of interaction. (1) The miRNA is hsa-miR-6801-5p with sequence UGGUCAGAGGCAGCAGGAAAUGA. The protein sequence of the target gene is MMTSVSSDHCRGAREKPQISAAQSTQPQKQVVQATAEQMRLAQVIFDKNDSDFEAKVKQLMEVTGKNQDECIVALHDCNGDVNKAINILLEGNSDTTSWETVGCKKKNFAKENSENKENREKKSEKESSRGRGNNNRKGRGGNRGREFRGEENGIDCNQVDKPSDRGKRARGRGFGRGRGRGAGRFSTQGMGTFNPADYSDSTSTDVCGTKLVVWEAAQNGADEGTELASNTHNIAQDLSNKSSYGLKGAWKNSVEEWTTEDWTEDLSETKVFTASSAPAENHILPGQSIDLVALLQKPV.... Result: 1 (interaction). (2) The miRNA is hsa-miR-4793-3p with sequence UCUGCACUGUGAGUUGGCUGGCU. The protein sequence of the target gene is MMNMSLPFLWSLLTLLIFAEVNGEAGELELQRQKRSINLQQPRMATERGNLVFLTGSAQNIEFRTGSLGKIKLNDEDLSECLHQIQKNKEDIIELKGSAIGLPQNISSQIYQLNSKLVDLERKFQGLQQTVDKKVCSSNPCQNGGTCLNLHDSFFCICPPQWKGPLCSADVNECEIYSGTPLSCQNGGTCVNTMGSYSCHCPPETYGPQCASKYDDCEGGSVARCVHGICEDLMREQAGEPKYSCVCDAGWMFSPNSPACTLDRDECSFQPGPCSTLVQCFNTQGSFYCGACPTGWQGNG.... Result: 0 (no interaction). (3) The miRNA is hsa-let-7f-2-3p with sequence CUAUACAGUCUACUGUCUUUCC. The protein sequence of the target gene is MSVNISTAGKGVDPNTVDTYDSGDDWEIGVGNLIIDLDADLEKDRQKFEMNNSTTTTSSSNSKDCGGPASSGAGATAALADGLKFASVQASAPQGNSHKETSKSKVKRSKTSKDANKSLPSAALYGIPEISSTGKRQEVQGRPGEATGMNSALGQSVSSGGSGNPNSNSTSTSTSAATAGAGSCGKSKEEKPGKSQSSRGAKRDKDAGKSRKDKHDLLQGHQNGSGSQAPSGGHLYGFGAKSNGGGASPFHCGGTGSGSVAAAGEVSKSAPDSGLMGNSMLVKKEEEEEESHRRIKKLKT.... Result: 1 (interaction).